The task is: Predict which catalyst facilitates the given reaction.. This data is from Catalyst prediction with 721,799 reactions and 888 catalyst types from USPTO. (1) Reactant: [Si]([O:8][CH2:9][CH2:10][NH:11][C@:12]12[CH2:47][CH2:46][C@@H:45]([C:48]([CH3:50])=[CH2:49])[C@@H:13]1[C@@H:14]1[C@@:27]([CH3:30])([CH2:28][CH2:29]2)[C@@:26]2([CH3:31])[C@@H:17]([C@:18]3([CH3:44])[C@@H:23]([CH2:24][CH2:25]2)[C:22]([CH3:33])([CH3:32])[C:21]([C:34]2[CH:43]=[CH:42][C:37]([C:38]([O:40][CH3:41])=[O:39])=[CH:36][CH:35]=2)=[CH:20][CH2:19]3)[CH2:16][CH2:15]1)(C(C)(C)C)(C)C.CCCC[N+](CCCC)(CCCC)CCCC.[F-]. Product: [OH:8][CH2:9][CH2:10][NH:11][C@:12]12[CH2:47][CH2:46][C@@H:45]([C:48]([CH3:50])=[CH2:49])[C@@H:13]1[C@@H:14]1[C@@:27]([CH3:30])([CH2:28][CH2:29]2)[C@@:26]2([CH3:31])[C@@H:17]([C@:18]3([CH3:44])[C@@H:23]([CH2:24][CH2:25]2)[C:22]([CH3:33])([CH3:32])[C:21]([C:34]2[CH:35]=[CH:36][C:37]([C:38]([O:40][CH3:41])=[O:39])=[CH:42][CH:43]=2)=[CH:20][CH2:19]3)[CH2:16][CH2:15]1. The catalyst class is: 20. (2) Reactant: [Cl:1][CH2:2][CH2:3][CH2:4][C:5]([C:7]1[CH:12]=[CH:11][C:10]([CH:13]([CH3:15])[CH3:14])=[CH:9][CH:8]=1)=[O:6].[Br:16]N1C(=O)CCC1=O.C(OOC(=O)C1C=CC=CC=1)(=O)C1C=CC=CC=1. Product: [Br:16][C:13]([C:10]1[CH:9]=[CH:8][C:7]([C:5](=[O:6])[CH2:4][CH2:3][CH2:2][Cl:1])=[CH:12][CH:11]=1)([CH3:15])[CH3:14]. The catalyst class is: 53.